This data is from Catalyst prediction with 721,799 reactions and 888 catalyst types from USPTO. The task is: Predict which catalyst facilitates the given reaction. (1) The catalyst class is: 5. Reactant: [Br:1][C:2]1[CH:3]=[C:4]([S:8]([CH2:11][C:12]([O:14]C)=O)(=[O:10])=[O:9])[CH:5]=[CH:6][CH:7]=1.[NH3:16]. Product: [Br:1][C:2]1[CH:3]=[C:4]([S:8]([CH2:11][C:12]([NH2:16])=[O:14])(=[O:10])=[O:9])[CH:5]=[CH:6][CH:7]=1. (2) Reactant: [F:1][C:2]1[CH:7]=[CH:6][C:5]([CH2:8][N+:9]([O-:11])=[O:10])=[CH:4][CH:3]=1.[F:12][C:13]1[CH:24]=[CH:23][C:16]([CH:17]=NCCCC)=[CH:15][CH:14]=1. Product: [F:1][C:2]1[CH:3]=[CH:4][C:5]([C:8]([N+:9]([O-:11])=[O:10])=[CH:17][C:16]2[CH:23]=[CH:24][C:13]([F:12])=[CH:14][CH:15]=2)=[CH:6][CH:7]=1. The catalyst class is: 15. (3) Reactant: [C:1]([C:5]1[CH:41]=[CH:40][C:8]([C:9]([NH:11][C:12]2[C:13]([NH:18][C:19]([C:21]3[CH:22]=[CH:23][C:24]4[N:28]=[CH:27][N:26](S(C5C=CC(C)=CC=5)(=O)=O)[C:25]=4[CH:39]=3)=[O:20])=[CH:14][CH:15]=[CH:16][CH:17]=2)=[O:10])=[CH:7][CH:6]=1)([CH3:4])([CH3:3])[CH3:2].C1C=CC2N(O)N=NC=2C=1. Product: [N:26]1[C:25]2[CH:39]=[C:21]([C:19]([NH:18][C:13]3[C:12]([NH:11][C:9](=[O:10])[C:8]4[CH:7]=[CH:6][C:5]([C:1]([CH3:3])([CH3:2])[CH3:4])=[CH:41][CH:40]=4)=[CH:17][CH:16]=[CH:15][CH:14]=3)=[O:20])[CH:22]=[CH:23][C:24]=2[NH:28][CH:27]=1. The catalyst class is: 1. (4) Reactant: CS(O[CH2:6][C@H:7]1[CH2:12][N:11]([S:13]([C:16]2[S:17][CH:18]=[CH:19][CH:20]=2)(=[O:15])=[O:14])[CH2:10][CH2:9][N:8]1[C:21]1[CH:26]=[CH:25][C:24]([C:27]([OH:33])([CH3:32])[C:28]([F:31])([F:30])[F:29])=[CH:23][CH:22]=1)(=O)=O.[CH:34]([NH2:37])([CH3:36])[CH3:35]. Product: [NH3:8].[F:30][C:28]([F:31])([F:29])[C:27]([C:24]1[CH:23]=[CH:22][C:21]([N:8]2[CH2:9][CH2:10][N:11]([S:13]([C:16]3[S:17][CH:18]=[CH:19][CH:20]=3)(=[O:14])=[O:15])[CH2:12][C@@H:7]2[CH2:6][NH:37][CH:34]([CH3:36])[CH3:35])=[CH:26][CH:25]=1)([OH:33])[CH3:32]. The catalyst class is: 5. (5) Reactant: [OH:1][C:2]1[CH:7]=[CH:6][C:5]([C:8]2[N:9]=[C:10]3[CH:15]=[CH:14][C:13]([I:16])=[CH:12][N:11]3[CH:17]=2)=[CH:4][CH:3]=1.[CH3:18][Si](C=[N+]=[N-])(C)C. Product: [I:16][C:13]1[CH:14]=[CH:15][C:10]2[N:11]([CH:17]=[C:8]([C:5]3[CH:4]=[CH:3][C:2]([O:1][CH3:18])=[CH:7][CH:6]=3)[N:9]=2)[CH:12]=1. The catalyst class is: 71. (6) Reactant: [C:1]([C:3]1[CH:4]=[C:5]([C:22]([CH3:24])=[CH2:23])[C:6]2[O:10][C:9]([C:11]3[CH:20]=[CH:19][C:14]([C:15]([O:17][CH3:18])=[O:16])=[CH:13][CH:12]=3)=[N:8][C:7]=2[CH:21]=1)#[N:2].[H][H]. Product: [C:1]([C:3]1[CH:4]=[C:5]([CH:22]([CH3:24])[CH3:23])[C:6]2[O:10][C:9]([C:11]3[CH:20]=[CH:19][C:14]([C:15]([O:17][CH3:18])=[O:16])=[CH:13][CH:12]=3)=[N:8][C:7]=2[CH:21]=1)#[N:2]. The catalyst class is: 304. (7) The catalyst class is: 5. Product: [Cl:1][C:2]1[CH:3]=[C:4]2[C:8](=[CH:9][CH:10]=1)[N:7]([C:11]1[N:15]([CH3:16])[N:14]=[C:13]([CH3:17])[C:12]=1/[CH:18]=[CH:19]/[C:20]([N-:22][S:23]([CH2:26][CH2:27][CH2:28][CH2:29][CH3:30])(=[O:24])=[O:25])=[O:21])[CH:6]=[CH:5]2.[Na+:35]. Reactant: [Cl:1][C:2]1[CH:3]=[C:4]2[C:8](=[CH:9][CH:10]=1)[N:7]([C:11]1[N:15]([CH3:16])[N:14]=[C:13]([CH3:17])[C:12]=1/[CH:18]=[CH:19]/[C:20]([NH:22][S:23]([CH2:26][CH2:27][CH2:28][CH2:29][CH3:30])(=[O:25])=[O:24])=[O:21])[CH:6]=[CH:5]2.C(=O)([O-])O.[Na+:35]. (8) Reactant: [O:1]1[CH2:6][CH2:5][CH2:4][CH2:3][CH:2]1[N:7]1[CH:11]=[C:10]([C:12]2[CH:13]=[C:14]3[C:18](=[CH:19][CH:20]=2)[N:17]([CH2:21][CH:22]2[CH2:27][CH2:26][N:25](C(OCC4C=CC=CC=4)=O)[CH2:24][CH2:23]2)[N:16]=[CH:15]3)[CH:9]=[N:8]1.CO.ClCCl. Product: [NH:25]1[CH2:26][CH2:27][CH:22]([CH2:21][N:17]2[C:18]3[C:14](=[CH:13][C:12]([C:10]4[CH:9]=[N:8][N:7]([CH:2]5[CH2:3][CH2:4][CH2:5][CH2:6][O:1]5)[CH:11]=4)=[CH:20][CH:19]=3)[CH:15]=[N:16]2)[CH2:23][CH2:24]1. The catalyst class is: 50. (9) Reactant: [Li+].CC([N-]C(C)C)C.[O:9]=[C:10]1[CH2:15][CH2:14][N:13]([C:16]([O:18][C:19]([CH3:22])([CH3:21])[CH3:20])=[O:17])[CH2:12][CH2:11]1.C1C=CC(N([S:30]([C:33]([F:36])([F:35])[F:34])(=[O:32])=[O:31])[S:30]([C:33]([F:36])([F:35])[F:34])(=[O:32])=[O:31])=CC=1. Product: [C:19]([O:18][C:16]([N:13]1[CH2:12][CH:11]=[C:10]([O:9][S:30]([C:33]([F:36])([F:35])[F:34])(=[O:32])=[O:31])[CH2:15][CH2:14]1)=[O:17])([CH3:22])([CH3:21])[CH3:20]. The catalyst class is: 1.